From a dataset of Forward reaction prediction with 1.9M reactions from USPTO patents (1976-2016). Predict the product of the given reaction. (1) Given the reactants [CH3:1][CH:2]([N:4]1[CH:8]=[N:7][CH:6]=[N:5]1)[CH3:3].C([Li])CCC.[C:14](=[O:16])=[O:15], predict the reaction product. The product is: [CH3:1][CH:2]([N:4]1[C:8]([C:14]([OH:16])=[O:15])=[N:7][CH:6]=[N:5]1)[CH3:3]. (2) Given the reactants [NH2:1][C:2]1[C:22]([F:23])=[CH:21][C:20]([F:24])=[CH:19][C:3]=1[NH:4][C:5]1[S:9][C:8]2[CH:10]=[CH:11][CH:12]=[CH:13][C:7]=2[C:6]=1[C:14](OCC)=O.[CH3:25][N:26]1[CH2:31][CH2:30][NH:29][CH2:28][CH2:27]1.C1(OC)C=CC=CC=1, predict the reaction product. The product is: [F:24][C:20]1[CH:21]=[C:22]([F:23])[C:2]2[N:1]=[C:14]([N:29]3[CH2:30][CH2:31][N:26]([CH3:25])[CH2:27][CH2:28]3)[C:6]3[C:7]4[CH:13]=[CH:12][CH:11]=[CH:10][C:8]=4[S:9][C:5]=3[NH:4][C:3]=2[CH:19]=1. (3) Given the reactants [F:1][C:2]1[CH:15]=[CH:14][CH:13]=[CH:12][C:3]=1[CH2:4][C:5]1[S:9][C:8]([CH:10]=[O:11])=[CH:7][CH:6]=1.[BH4-].[Na+].O, predict the reaction product. The product is: [F:1][C:2]1[CH:15]=[CH:14][CH:13]=[CH:12][C:3]=1[CH2:4][C:5]1[S:9][C:8]([CH2:10][OH:11])=[CH:7][CH:6]=1. (4) Given the reactants [Cl:1]N1C(=O)CCC1=O.[CH2:9]([N:11]1[C:19]2[C:14](=[C:15]([CH2:20][N:21]3[C:27](=[O:28])[C@@H:26]([NH:29][C:30](=[O:42])[C@@H:31]([N:33]([CH3:41])[C:34](=[O:40])[O:35][C:36]([CH3:39])([CH3:38])[CH3:37])[CH3:32])[CH2:25][O:24][C:23]4[CH:43]=[CH:44][CH:45]=[CH:46][C:22]3=4)[CH:16]=[CH:17][CH:18]=2)[CH:13]=[CH:12]1)[CH3:10], predict the reaction product. The product is: [Cl:1][C:13]1[C:14]2[C:19](=[CH:18][CH:17]=[CH:16][C:15]=2[CH2:20][N:21]2[C:27](=[O:28])[C@@H:26]([NH:29][C:30](=[O:42])[C@@H:31]([N:33]([CH3:41])[C:34](=[O:40])[O:35][C:36]([CH3:39])([CH3:38])[CH3:37])[CH3:32])[CH2:25][O:24][C:23]3[CH:43]=[CH:44][CH:45]=[CH:46][C:22]2=3)[N:11]([CH2:9][CH3:10])[CH:12]=1.